From a dataset of Catalyst prediction with 721,799 reactions and 888 catalyst types from USPTO. Predict which catalyst facilitates the given reaction. (1) Reactant: Cl[C:2]1[C:3]2[N:4]([C:8]([CH:12]3[CH2:15][CH:14]([OH:16])[CH2:13]3)=[N:9][C:10]=2[I:11])[CH:5]=[CH:6][N:7]=1.[NH3:17]. Product: [NH2:17][C:2]1[C:3]2[N:4]([C:8]([CH:12]3[CH2:15][CH:14]([OH:16])[CH2:13]3)=[N:9][C:10]=2[I:11])[CH:5]=[CH:6][N:7]=1. The catalyst class is: 32. (2) Product: [OH:2][C:3]1[CH:4]=[CH:5][C:6]2[CH2:12][CH2:11][N:10]([CH3:13])[C:9](=[O:14])[NH:8][C:7]=2[CH:15]=1. Reactant: C[O:2][C:3]1[CH:4]=[CH:5][C:6]2[CH2:12][CH2:11][N:10]([CH3:13])[C:9](=[O:14])[NH:8][C:7]=2[CH:15]=1.B(Br)(Br)Br. The catalyst class is: 4. (3) Reactant: [CH3:1][C:2]1[CH:3]=[C:4]([CH2:11][CH:12]([CH2:17][C:18]([O:20][C:21]([CH3:24])([CH3:23])[CH3:22])=[O:19])[C:13]([O:15][CH3:16])=[O:14])[CH:5]=[C:6]2[C:10]=1[NH:9][N:8]=[CH:7]2.C1(N(C)C2CCCCC2)CCCCC1.[CH3:39][Si:40]([CH2:43][CH2:44][O:45][CH2:46]Cl)([CH3:42])[CH3:41]. Product: [CH3:1][C:2]1[C:10]2[C:6](=[CH:7][N:8]([CH2:46][O:45][CH2:44][CH2:43][Si:40]([CH3:42])([CH3:41])[CH3:39])[N:9]=2)[CH:5]=[C:4]([CH2:11][CH:12]([CH2:17][C:18]([O:20][C:21]([CH3:24])([CH3:23])[CH3:22])=[O:19])[C:13]([O:15][CH3:16])=[O:14])[CH:3]=1. The catalyst class is: 7. (4) Reactant: [CH:1]1([NH2:4])[CH2:3][CH2:2]1.[Cl:5][C:6]1[N:7]=[C:8]([C:13]([NH:15][CH:16]2[CH2:21][CH2:20][N:19]([C:22]([O:24][C:25]([CH3:28])([CH3:27])[CH3:26])=[O:23])[CH2:18][C:17]2=O)=[O:14])[NH:9][C:10]=1[CH2:11][CH3:12].C([BH3-])#N.[Na+].C(O)(=O)C. Product: [Cl:5][C:6]1[N:7]=[C:8]([C:13]([NH:15][C@@H:16]2[CH2:21][CH2:20][N:19]([C:22]([O:24][C:25]([CH3:26])([CH3:28])[CH3:27])=[O:23])[CH2:18][C@H:17]2[NH:4][CH:1]2[CH2:3][CH2:2]2)=[O:14])[NH:9][C:10]=1[CH2:11][CH3:12]. The catalyst class is: 7. (5) Reactant: [F:1][C:2]1[C:3]([NH:25][C@@H:26]2[CH2:31][CH2:30][CH2:29][N:28]([C:32](=[O:35])[CH:33]=[CH2:34])[CH2:27]2)=[N:4][C:5]([NH:8][C:9]2[CH:10]=[C:11]3[C:15](=[CH:16][CH:17]=2)[CH2:14][N:13]([CH2:18][CH:19]2CCNCC2)[CH2:12]3)=[N:6][CH:7]=1.[CH2:36]=[O:37].[BH3-]C#N.[Na+]. Product: [F:1][C:2]1[C:3]([NH:25][C@@H:26]2[CH2:31][CH2:30][CH2:29][N:28]([C:32](=[O:35])[CH:33]=[CH2:34])[CH2:27]2)=[N:4][C:5]([NH:8][C:9]2[CH:10]=[C:11]3[C:15](=[CH:16][CH:17]=2)[CH2:14][N:13]([CH:18]2[CH2:19][O:37][CH2:36]2)[CH2:12]3)=[N:6][CH:7]=1. The catalyst class is: 5. (6) Reactant: [O:1]=[S:2]1(=[O:28])[C:7]2[CH:8]=[CH:9][CH:10]=[CH:11][C:6]=2[NH:5][C:4]([C:12]2[C:17](=[O:18])[N:16]([N:19]=CC(C)C)[C:15]3[CH:24]=[CH:25][S:26][C:14]=3[C:13]=2[OH:27])=[N:3]1.CO.[BH4-].[Li+].Cl. Product: [O:1]=[S:2]1(=[O:28])[C:7]2[CH:8]=[CH:9][CH:10]=[CH:11][C:6]=2[NH:5][C:4]([C:12]2[C:17](=[O:18])[N:16]([NH:19][CH2:14][CH:13]=[C:12]([CH3:17])[CH3:4])[C:15]3[CH:24]=[CH:25][S:26][C:14]=3[C:13]=2[OH:27])=[N:3]1. The catalyst class is: 30. (7) Reactant: [C:1]([O:4][CH2:5][C:6]1[C:7]([N:15]2[CH2:26][CH2:25][N:24]3[C:17](=[CH:18][C:19]4[CH2:20][C:21]([CH3:28])([CH3:27])[CH2:22][C:23]=43)[C:16]2=[O:29])=[N:8][CH:9]=[CH:10][C:11]=1B(O)O)(=[O:3])[CH3:2].Br[C:31]1[CH:32]=[C:33]([NH:39][C:40]2[CH:52]=[C:43]3[CH2:44][N:45]([CH2:48][CH2:49][O:50][CH3:51])[CH2:46][CH2:47][N:42]3[N:41]=2)[C:34](=[O:38])[N:35]([CH3:37])[CH:36]=1.[O-]P([O-])([O-])=O.[K+].[K+].[K+].C([O-])(=O)C.[Na+]. Product: [C:1]([O:4][CH2:5][C:6]1[C:7]([N:15]2[CH2:26][CH2:25][N:24]3[C:17](=[CH:18][C:19]4[CH2:20][C:21]([CH3:28])([CH3:27])[CH2:22][C:23]=43)[C:16]2=[O:29])=[N:8][CH:9]=[CH:10][C:11]=1[C:31]1[CH:32]=[C:33]([NH:39][C:40]2[CH:52]=[C:43]3[CH2:44][N:45]([CH2:48][CH2:49][O:50][CH3:51])[CH2:46][CH2:47][N:42]3[N:41]=2)[C:34](=[O:38])[N:35]([CH3:37])[CH:36]=1)(=[O:3])[CH3:2]. The catalyst class is: 379.